Dataset: Full USPTO retrosynthesis dataset with 1.9M reactions from patents (1976-2016). Task: Predict the reactants needed to synthesize the given product. (1) Given the product [CH3:2][C:3]1[CH:4]=[CH:5][C:6]2[C:12]([N:27]3[CH2:26][CH2:25][NH:24][C@@H:23]([CH2:22][CH2:21][O:20][CH3:19])[CH2:28]3)=[N:11][C:10]3[CH:13]=[CH:14][CH:15]=[CH:16][C:9]=3[NH:8][C:7]=2[CH:17]=1, predict the reactants needed to synthesize it. The reactants are: Cl.[CH3:2][C:3]1[CH:4]=[C:5](N)[C:6]2[CH:12]=[N:11][C:10]3[CH:13]=[CH:14][CH:15]=[CH:16][C:9]=3[NH:8][C:7]=2[CH:17]=1.[CH3:19][O:20][CH2:21][CH2:22][C@H:23]1[CH2:28][NH:27][CH2:26][CH2:25][NH:24]1.C(N(CC)C(C)C)(C)C.CS(C)=O. (2) Given the product [CH3:1][O:2][C:3]1[C:4]([N+:13]([O-:15])=[O:14])=[CH:5][C:6]([CH3:12])=[C:7]([CH:11]=1)[C:8]([O:10][CH3:20])=[O:9], predict the reactants needed to synthesize it. The reactants are: [CH3:1][O:2][C:3]1[C:4]([N+:13]([O-:15])=[O:14])=[CH:5][C:6]([CH3:12])=[C:7]([CH:11]=1)[C:8]([OH:10])=[O:9].S(Cl)(Cl)=O.[CH3:20]O. (3) Given the product [Br:1][C:2]1[CH:7]=[CH:6][C:5]([CH:8]([OH:14])[CH2:9][N:10]([CH2:11][CH2:12][OH:13])[C:21](=[O:22])[O:20][C:17]([CH3:19])([CH3:18])[CH3:16])=[CH:4][C:3]=1[Cl:15], predict the reactants needed to synthesize it. The reactants are: [Br:1][C:2]1[CH:7]=[CH:6][C:5]([CH:8]([OH:14])[CH2:9][NH:10][CH2:11][CH2:12][OH:13])=[CH:4][C:3]=1[Cl:15].[CH3:16][C:17]([O:20][C:21](O[C:21]([O:20][C:17]([CH3:19])([CH3:18])[CH3:16])=[O:22])=[O:22])([CH3:19])[CH3:18].C(OCC)(=O)C. (4) Given the product [C:15]([O:18][CH2:19][C:20]1[C:21]([N:2]2[CH2:3][CH2:4][N:5]3[C:6](=[N:7][C:8]4[CH2:13][CH2:12][CH2:11][CH2:10][C:9]=43)[C:1]2=[O:14])=[CH:22][CH:23]=[CH:24][C:25]=1[Br:26])(=[O:17])[CH3:16], predict the reactants needed to synthesize it. The reactants are: [C:1]1(=[O:14])[C:6]2=[N:7][C:8]3[CH2:13][CH2:12][CH2:11][CH2:10][C:9]=3[N:5]2[CH2:4][CH2:3][NH:2]1.[C:15]([O:18][CH2:19][C:20]1[C:25]([Br:26])=[CH:24][CH:23]=[CH:22][C:21]=1Br)(=[O:17])[CH3:16].C(=O)([O-])[O-].[Cs+].[Cs+].CNCCNC.C(Cl)(=O)C.C(N(CC)CC)C. (5) Given the product [CH2:1]([C:5]1[N:6]=[C:7]([CH3:27])[N:8]([C:30]2[CH:31]=[CH:32][S:28][CH:29]=2)[C:9](=[O:26])[C:10]=1[CH2:11][C:12]1[CH:17]=[CH:16][C:15]([C:18]2[C:19]([C:24]#[N:25])=[CH:20][CH:21]=[CH:22][CH:23]=2)=[CH:14][CH:13]=1)[CH2:2][CH2:3][CH3:4], predict the reactants needed to synthesize it. The reactants are: [CH2:1]([C:5]1[N:6]=[C:7]([CH3:27])[NH:8][C:9](=[O:26])[C:10]=1[CH2:11][C:12]1[CH:17]=[CH:16][C:15]([C:18]2[C:19]([C:24]#[N:25])=[CH:20][CH:21]=[CH:22][CH:23]=2)=[CH:14][CH:13]=1)[CH2:2][CH2:3][CH3:4].[S:28]1[CH:32]=[CH:31][C:30](B(O)O)=[CH:29]1.C(N(CC)CC)C.N1C=CC=CC=1. (6) Given the product [C:20]([O:19][C:17](=[O:18])[NH:1][C@H:2]([C:14](=[O:15])[NH:57][CH2:58][C:59]1[CH:64]=[N:63][C:62]([NH2:65])=[CH:61][CH:60]=1)[CH2:3][C:4]1[C:13]2[C:8](=[CH:9][CH:10]=[CH:11][CH:12]=2)[CH:7]=[CH:6][CH:5]=1)([CH3:23])([CH3:21])[CH3:22], predict the reactants needed to synthesize it. The reactants are: [NH:1]([C:17]([O:19][C:20]([CH3:23])([CH3:22])[CH3:21])=[O:18])[C@H:2]([C:14](O)=[O:15])[CH2:3][C:4]1[C:13]2[C:8](=[CH:9][CH:10]=[CH:11][CH:12]=2)[CH:7]=[CH:6][CH:5]=1.C(N(CC)CC)C.CN(C(ON1N=NC2C=CC=CC1=2)=[N+](C)C)C.F[P-](F)(F)(F)(F)F.Cl.Cl.[NH2:57][CH2:58][C:59]1[CH:60]=[CH:61][C:62]([NH2:65])=[N:63][CH:64]=1.